Predict the reactants needed to synthesize the given product. From a dataset of Full USPTO retrosynthesis dataset with 1.9M reactions from patents (1976-2016). Given the product [CH2:1]([NH:8][S:9]([C:12]1[C:17]([Cl:18])=[CH:16][CH:15]=[C:14]([NH2:19])[C:13]=1[OH:22])(=[O:11])=[O:10])[C:2]1[CH:7]=[CH:6][CH:5]=[CH:4][CH:3]=1, predict the reactants needed to synthesize it. The reactants are: [CH2:1]([NH:8][S:9]([C:12]1[C:17]([Cl:18])=[CH:16][CH:15]=[C:14]([N+:19]([O-])=O)[C:13]=1[OH:22])(=[O:11])=[O:10])[C:2]1[CH:7]=[CH:6][CH:5]=[CH:4][CH:3]=1.